This data is from Full USPTO retrosynthesis dataset with 1.9M reactions from patents (1976-2016). The task is: Predict the reactants needed to synthesize the given product. (1) The reactants are: [NH2:1][C:2]1[N:7]=[C:6](O)[CH:5]=[C:4]([C:9]2[O:10][CH:11]=[CH:12][CH:13]=2)[N:3]=1.O=P(Cl)(Cl)[Cl:16]. Given the product [NH2:1][C:2]1[N:7]=[C:6]([Cl:16])[CH:5]=[C:4]([C:9]2[O:10][CH:11]=[CH:12][CH:13]=2)[N:3]=1, predict the reactants needed to synthesize it. (2) Given the product [CH3:29][CH:28]([C:30]([C:32]1[C:36](=[O:37])[CH:35]([CH2:38][CH:39]=[C:40]([CH3:41])[CH3:42])[C@:34]([OH:50])([C:43]([CH2:45][CH:46]=[C:47]([CH3:48])[CH3:49])=[O:44])[CH:33]=1)=[O:31])[CH3:27].[CH3:51][CH:52]([C:8]([C:7]1[C:5](=[O:6])[C:18]([OH:19])([CH2:20][CH:21]=[C:22]([CH3:24])[CH3:23])[C:9]([OH:25])=[C:10]([CH2:13][CH:14]=[C:15]([CH3:16])[CH3:17])[C:11]=1[OH:12])=[O:26])[CH3:53], predict the reactants needed to synthesize it. The reactants are: CC(C[C:5]([C:7]1[C:11](=[O:12])[CH:10]([CH2:13][CH:14]=[C:15]([CH3:17])[CH3:16])[C@:9]([OH:25])([C:18]([CH2:20][CH:21]=[C:22]([CH3:24])[CH3:23])=[O:19])[C:8]=1[O-:26])=[O:6])C.[CH3:27][CH:28]([C:30]([C:32]1[C:36](=[O:37])[CH:35]([CH2:38][CH:39]=[C:40]([CH3:42])[CH3:41])[C@:34]([OH:50])([C:43]([CH2:45][CH:46]=[C:47]([CH3:49])[CH3:48])=[O:44])[CH:33]=1)=[O:31])[CH3:29].[CH3:51][CH2:52][CH:53](C(C1C(=O)C(CC=C(C)C)C(O)(C(CC=C(C)C)=O)C=1O)=O)C. (3) Given the product [CH2:1]([O:8][C:9](=[O:18])[NH:10][C:11]1[CH:12]=[CH:13][C:14]([NH:17][C:24](=[O:25])[CH2:23][CH2:22][CH2:21][CH2:20][Br:19])=[CH:15][CH:16]=1)[C:2]1[CH:7]=[CH:6][CH:5]=[CH:4][CH:3]=1, predict the reactants needed to synthesize it. The reactants are: [CH2:1]([O:8][C:9](=[O:18])[NH:10][C:11]1[CH:16]=[CH:15][C:14]([NH2:17])=[CH:13][CH:12]=1)[C:2]1[CH:7]=[CH:6][CH:5]=[CH:4][CH:3]=1.[Br:19][CH2:20][CH2:21][CH2:22][CH2:23][C:24](Cl)=[O:25].C(N(C(C)C)CC)(C)C.